This data is from Reaction yield outcomes from USPTO patents with 853,638 reactions. The task is: Predict the reaction yield, written as a fraction of the theoretical maximum amount of product (1.0 means a 100% yield; for example, 0.34 means a 34% yield). The reactants are [F:1][C:2]1[CH:9]=[C:8]([OH:10])[C:7]([OH:11])=[CH:6][C:3]=1[CH:4]=[O:5].[C:12]([O-])([O-])=O.[Cs+].[Cs+].O. The yield is 0.240. The catalyst is CN(C=O)C. The product is [F:1][C:2]1[C:3]([CH:4]=[O:5])=[CH:6][C:7]2[O:11][CH2:12][O:10][C:8]=2[CH:9]=1.